Dataset: Full USPTO retrosynthesis dataset with 1.9M reactions from patents (1976-2016). Task: Predict the reactants needed to synthesize the given product. (1) Given the product [F:39][C:40]1[CH:41]=[C:42]([NH:43][C:25]([CH:21]2[CH2:22][CH2:23][CH2:24][N:19]([C:16]3[CH:15]=[CH:14][C:13]([F:12])=[CH:18][CH:17]=3)[C:20]2=[O:28])=[O:27])[CH:44]=[CH:45][C:46]=1[O:47][C:48]1[C:57]2[C:52](=[CH:53][C:54]([O:60][CH2:61][CH2:62][CH2:63][N:64]3[CH2:69][CH2:68][O:67][CH2:66][CH2:65]3)=[C:55]([O:58][CH3:59])[CH:56]=2)[N:51]=[CH:50][CH:49]=1, predict the reactants needed to synthesize it. The reactants are: CCN=C=NCCCN(C)C.[F:12][C:13]1[CH:18]=[CH:17][C:16]([N:19]2[CH2:24][CH2:23][CH2:22][CH:21]([C:25]([OH:27])=O)[C:20]2=[O:28])=[CH:15][CH:14]=1.C1C=CC2N(O)N=NC=2C=1.[F:39][C:40]1[CH:41]=[C:42]([CH:44]=[CH:45][C:46]=1[O:47][C:48]1[C:57]2[C:52](=[CH:53][C:54]([O:60][CH2:61][CH2:62][CH2:63][N:64]3[CH2:69][CH2:68][O:67][CH2:66][CH2:65]3)=[C:55]([O:58][CH3:59])[CH:56]=2)[N:51]=[CH:50][CH:49]=1)[NH2:43].CCN(CC)CC. (2) Given the product [O:1]1[C:5]2[CH:6]=[CH:7][C:8]([C@@H:10]([CH2:17][C:18]3[N:19]=[C:20]([CH2:23][CH2:24][CH2:25][CH2:26][OH:27])[S:21][CH:22]=3)[CH2:11][C:12]([O:14][CH2:15][CH3:16])=[O:13])=[CH:9][C:4]=2[O:3][CH2:2]1, predict the reactants needed to synthesize it. The reactants are: [O:1]1[C:5]2[CH:6]=[CH:7][C:8]([C@@H:10]([CH2:17][C:18]3[N:19]=[C:20]([CH2:23][CH2:24][CH2:25][CH2:26][O:27][Si](C(C)(C)C)(C4C=CC=CC=4)C4C=CC=CC=4)[S:21][CH:22]=3)[CH2:11][C:12]([O:14][CH2:15][CH3:16])=[O:13])=[CH:9][C:4]=2[O:3][CH2:2]1.[F-].C([N+](CCCC)(CCCC)CCCC)CCC. (3) Given the product [ClH:37].[NH2:8][C@H:9]([CH2:28][C:29]1[CH:34]=[C:33]([F:35])[CH:32]=[CH:31][C:30]=1[F:36])[CH2:10][C:11]([N:13]1[CH2:18][CH2:17][N:16]2[C:19]([CH:26]=[CH2:27])=[C:20]([C:22]([F:23])([F:25])[F:24])[N:21]=[C:15]2[CH2:14]1)=[O:12], predict the reactants needed to synthesize it. The reactants are: C(OC([NH:8][C@H:9]([CH2:28][C:29]1[CH:34]=[C:33]([F:35])[CH:32]=[CH:31][C:30]=1[F:36])[CH2:10][C:11]([N:13]1[CH2:18][CH2:17][N:16]2[C:19]([CH:26]=[CH2:27])=[C:20]([C:22]([F:25])([F:24])[F:23])[N:21]=[C:15]2[CH2:14]1)=[O:12])=O)(C)(C)C.[ClH:37]. (4) The reactants are: [N:1]1[N:2]([C:10]2[CH:15]=[C:14]([CH3:16])[CH:13]=[C:12]([CH2:17]Cl)[C:11]=2[OH:19])[N:3]=[C:4]2[CH:9]=[CH:8][CH:7]=[CH:6][C:5]=12.[CH2:20]([CH:22]([CH2:25][CH2:26][CH2:27][CH3:28])[CH2:23][OH:24])[CH3:21].[I-].[K+]. Given the product [N:1]1[N:2]([C:10]2[CH:15]=[C:14]([CH3:16])[CH:13]=[C:12]([CH2:17][O:24][CH2:23][CH:22]([CH2:20][CH3:21])[CH2:25][CH2:26][CH2:27][CH3:28])[C:11]=2[OH:19])[N:3]=[C:4]2[CH:9]=[CH:8][CH:7]=[CH:6][C:5]=12, predict the reactants needed to synthesize it. (5) The reactants are: [F:1][C:2]1[CH:3]=[C:4]([C:8]2[CH:13]=[CH:12][C:11]([F:14])=[C:10]([C:15]([NH:17][C:18]3[CH:19]=[C:20]([CH:26]=[CH:27][CH:28]=3)[O:21][CH2:22][C:23]([OH:25])=[O:24])=[O:16])[CH:9]=2)[CH:5]=[CH:6][CH:7]=1.[CH:29](O)([CH3:31])[CH3:30].C1CCC(N=C=NC2CCCCC2)CC1. Given the product [F:1][C:2]1[CH:3]=[C:4]([C:8]2[CH:13]=[CH:12][C:11]([F:14])=[C:10]([C:15]([NH:17][C:18]3[CH:19]=[C:20]([CH:26]=[CH:27][CH:28]=3)[O:21][CH2:22][C:23]([O:25][CH:29]([CH3:31])[CH3:30])=[O:24])=[O:16])[CH:9]=2)[CH:5]=[CH:6][CH:7]=1, predict the reactants needed to synthesize it. (6) Given the product [CH3:23][S:24]([O:1][C@H:2]1[CH2:3][C@H:4]([NH:6][C:7]([O:8][C:9]([CH3:10])([CH3:12])[CH3:11])=[O:13])[CH2:5]1)(=[O:26])=[O:25], predict the reactants needed to synthesize it. The reactants are: [OH:1][C@@H:2]1[CH2:5][C@H:4]([NH:6][C:7](=[O:13])[O:8][C:9]([CH3:12])([CH3:11])[CH3:10])[CH2:3]1.CCN(C(C)C)C(C)C.[CH3:23][S:24](Cl)(=[O:26])=[O:25]. (7) Given the product [Cl:36][C:37]1[CH:42]=[C:41]([CH3:43])[CH:40]=[CH:39][C:38]=1[N:44]([CH3:45])[C:18]([C:10]1[N:9]=[N:8][N:7]([CH2:6][C:5]2[CH:21]=[C:22]([C:24]([F:25])([F:26])[F:27])[CH:23]=[C:3]([C:2]([F:28])([F:1])[F:29])[CH:4]=2)[C:11]=1[C:12]1[CH:13]=[CH:14][CH:15]=[CH:16][CH:17]=1)=[O:19], predict the reactants needed to synthesize it. The reactants are: [F:1][C:2]([F:29])([F:28])[C:3]1[CH:4]=[C:5]([CH:21]=[C:22]([C:24]([F:27])([F:26])[F:25])[CH:23]=1)[CH2:6][N:7]1[C:11]([C:12]2[CH:17]=[CH:16][CH:15]=[CH:14][CH:13]=2)=[C:10]([C:18](O)=[O:19])[N:9]=[N:8]1.C(Cl)(=O)C(Cl)=O.[Cl:36][C:37]1[CH:42]=[C:41]([CH3:43])[CH:40]=[CH:39][C:38]=1[NH:44][CH3:45].